This data is from Forward reaction prediction with 1.9M reactions from USPTO patents (1976-2016). The task is: Predict the product of the given reaction. (1) Given the reactants [N+:1]([C:4]1[CH:5]=[CH:6][C:7]([C:11]([F:17])([F:16])[C:12]([F:15])([F:14])[F:13])=[C:8]([OH:10])[CH:9]=1)([O-:3])=[O:2].Cl.Cl[CH2:20][CH2:21][N:22]1[CH2:26][CH2:25][CH2:24][CH2:23]1.C([O-])([O-])=O.[K+].[K+].CC(C)=O, predict the reaction product. The product is: [N+:1]([C:4]1[CH:5]=[CH:6][C:7]([C:11]([F:16])([F:17])[C:12]([F:13])([F:14])[F:15])=[C:8]([CH:9]=1)[O:10][CH2:20][CH2:21][N:22]1[CH2:26][CH2:25][CH2:24][CH2:23]1)([O-:3])=[O:2]. (2) The product is: [CH3:2][O:3]/[CH:4]=[CH:33]/[C:32]1[CH:35]=[CH:36][CH:37]=[C:30]([Br:29])[C:31]=1[CH3:38]. Given the reactants [Cl-].[CH3:2][O:3][CH2:4][P+](C1C=CC=CC=1)(C1C=CC=CC=1)C1C=CC=CC=1.[Li]CCCC.[Br:29][C:30]1[C:31]([CH3:38])=[C:32]([CH:35]=[CH:36][CH:37]=1)[CH:33]=O, predict the reaction product. (3) Given the reactants [F:1][C:2]1[CH:7]=[CH:6][C:5]([NH:8][NH2:9])=[CH:4][CH:3]=1.[Br:10][C:11]1[CH:12]=[CH:13][C:14]([F:19])=[C:15]([CH:18]=1)[CH:16]=O.CCO, predict the reaction product. The product is: [Br:10][C:11]1[CH:12]=[CH:13][C:14]([F:19])=[C:15](/[CH:16]=[N:9]/[NH:8][C:5]2[CH:6]=[CH:7][C:2]([F:1])=[CH:3][CH:4]=2)[CH:18]=1. (4) Given the reactants Cl[C:2]1[C:11]2[C:6](=[CH:7][C:8]([S:12]([N:15]([CH2:21][C:22]3[CH:27]=[CH:26][C:25]([O:28][CH3:29])=[CH:24][CH:23]=3)[C:16]3[S:17][CH:18]=[N:19][N:20]=3)(=[O:14])=[O:13])=[CH:9][CH:10]=2)[C:5](=[O:30])[NH:4][N:3]=1.[Cl:31][C:32]1[CH:37]=[CH:36][C:35](B(O)O)=[C:34]([O:41][CH3:42])[CH:33]=1.C(=O)([O-])[O-].[K+].[K+], predict the reaction product. The product is: [Cl:31][C:32]1[CH:37]=[CH:36][C:35]([C:2]2[C:11]3[C:6](=[CH:7][C:8]([S:12]([N:15]([CH2:21][C:22]4[CH:27]=[CH:26][C:25]([O:28][CH3:29])=[CH:24][CH:23]=4)[C:16]4[S:17][CH:18]=[N:19][N:20]=4)(=[O:14])=[O:13])=[CH:9][CH:10]=3)[C:5](=[O:30])[NH:4][N:3]=2)=[C:34]([O:41][CH3:42])[CH:33]=1. (5) Given the reactants [CH2:1]([N:4]([CH2:15][CH:16]=[CH2:17])[C:5](=[O:14])[O:6][CH2:7][C:8]1[CH:13]=[CH:12][CH:11]=[CH:10][CH:9]=1)C=C, predict the reaction product. The product is: [N:4]1([C:5]([O:6][CH2:7][C:8]2[CH:9]=[CH:10][CH:11]=[CH:12][CH:13]=2)=[O:14])[CH2:1][CH:17]=[CH:16][CH2:15]1. (6) The product is: [NH2:14][CH2:13][CH2:12][N:11]([C:7]1[CH:6]=[C:5]2[C:10](=[CH:9][CH:8]=1)[N:2]([CH3:1])[CH:3]=[CH:4]2)[S:25]([C:28]1[CH:29]=[C:30]([O:38][CH3:39])[C:31]([O:36][CH3:37])=[C:32]([O:34][CH3:35])[CH:33]=1)(=[O:27])=[O:26]. Given the reactants [CH3:1][N:2]1[C:10]2[C:5](=[CH:6][C:7]([N:11]([S:25]([C:28]3[CH:33]=[C:32]([O:34][CH3:35])[C:31]([O:36][CH3:37])=[C:30]([O:38][CH3:39])[CH:29]=3)(=[O:27])=[O:26])[CH2:12][CH2:13][NH:14]C(=O)OCC3C=CC=CC=3)=[CH:8][CH:9]=2)[CH:4]=[CH:3]1.C1COCC1.[H][H], predict the reaction product. (7) Given the reactants [C:1]([C:3]1[CH:8]=[CH:7][C:6]([C:9]2[CH:10]=[N:11][N:12]([CH2:22][C:23]([NH:25][CH2:26][CH2:27]O)=[O:24])[C:13]=2[C:14]2[CH:19]=[CH:18][C:17]([C:20]#[N:21])=[CH:16][CH:15]=2)=[CH:5][CH:4]=1)#[N:2].[Br:29]N1C(=O)CCC1=O.C1(P(C2C=CC=CC=2)C2C=CC=CC=2)C=CC=CC=1, predict the reaction product. The product is: [C:1]([C:3]1[CH:8]=[CH:7][C:6]([C:9]2[CH:10]=[N:11][N:12]([CH2:22][C:23]([NH:25][CH2:26][CH2:27][Br:29])=[O:24])[C:13]=2[C:14]2[CH:19]=[CH:18][C:17]([C:20]#[N:21])=[CH:16][CH:15]=2)=[CH:5][CH:4]=1)#[N:2]. (8) Given the reactants [CH3:1][O:2][C:3]1[CH:4]=[CH:5][C:6]2[N:11]=[CH:10][C:9](=[O:12])[N:8]([CH2:13][CH2:14][N:15]3[CH2:20][CH2:19][CH:18]([NH:21]C(=O)OC(C)(C)C)[CH2:17][CH2:16]3)[C:7]=2[N:29]=1.C(O)(C(F)(F)F)=O.NC1CCN(CCN2C3C(=CC(C#N)=CC=3)N=CC2=O)CC1, predict the reaction product. The product is: [NH2:21][CH:18]1[CH2:17][CH2:16][N:15]([CH2:14][CH2:13][N:8]2[C:9](=[O:12])[CH:10]=[N:11][C:6]3[CH:5]=[CH:4][C:3]([O:2][CH3:1])=[N:29][C:7]2=3)[CH2:20][CH2:19]1.